From a dataset of NCI-60 drug combinations with 297,098 pairs across 59 cell lines. Regression. Given two drug SMILES strings and cell line genomic features, predict the synergy score measuring deviation from expected non-interaction effect. (1) Drug 1: CC1=CC2C(CCC3(C2CCC3(C(=O)C)OC(=O)C)C)C4(C1=CC(=O)CC4)C. Drug 2: C(CN)CNCCSP(=O)(O)O. Cell line: CAKI-1. Synergy scores: CSS=-2.01, Synergy_ZIP=-1.57, Synergy_Bliss=-3.26, Synergy_Loewe=-8.56, Synergy_HSA=-8.20. (2) Drug 1: CC1=C(N=C(N=C1N)C(CC(=O)N)NCC(C(=O)N)N)C(=O)NC(C(C2=CN=CN2)OC3C(C(C(C(O3)CO)O)O)OC4C(C(C(C(O4)CO)O)OC(=O)N)O)C(=O)NC(C)C(C(C)C(=O)NC(C(C)O)C(=O)NCCC5=NC(=CS5)C6=NC(=CS6)C(=O)NCCC[S+](C)C)O. Drug 2: C1=NC2=C(N1)C(=S)N=CN2. Cell line: T-47D. Synergy scores: CSS=11.0, Synergy_ZIP=-3.88, Synergy_Bliss=-1.27, Synergy_Loewe=-6.22, Synergy_HSA=-0.986. (3) Drug 1: CC1=C(C=C(C=C1)C(=O)NC2=CC(=CC(=C2)C(F)(F)F)N3C=C(N=C3)C)NC4=NC=CC(=N4)C5=CN=CC=C5. Drug 2: C1=NNC2=C1C(=O)NC=N2. Cell line: SF-539. Synergy scores: CSS=-5.01, Synergy_ZIP=-1.39, Synergy_Bliss=-6.58, Synergy_Loewe=-12.8, Synergy_HSA=-8.21. (4) Synergy scores: CSS=3.12, Synergy_ZIP=0.842, Synergy_Bliss=1.31, Synergy_Loewe=0.108, Synergy_HSA=1.37. Drug 2: CN(C(=O)NC(C=O)C(C(C(CO)O)O)O)N=O. Drug 1: CCC1(CC2CC(C3=C(CCN(C2)C1)C4=CC=CC=C4N3)(C5=C(C=C6C(=C5)C78CCN9C7C(C=CC9)(C(C(C8N6C=O)(C(=O)OC)O)OC(=O)C)CC)OC)C(=O)OC)O.OS(=O)(=O)O. Cell line: U251. (5) Drug 1: C1CCC(CC1)NC(=O)N(CCCl)N=O. Drug 2: C(CN)CNCCSP(=O)(O)O. Cell line: 786-0. Synergy scores: CSS=9.98, Synergy_ZIP=-5.04, Synergy_Bliss=-6.74, Synergy_Loewe=-26.2, Synergy_HSA=-7.90. (6) Drug 1: C1=CN(C=N1)CC(O)(P(=O)(O)O)P(=O)(O)O. Drug 2: C1CC(=O)NC(=O)C1N2C(=O)C3=CC=CC=C3C2=O. Cell line: UACC-257. Synergy scores: CSS=-0.597, Synergy_ZIP=1.62, Synergy_Bliss=1.73, Synergy_Loewe=1.18, Synergy_HSA=0.666. (7) Drug 1: C1CCC(C1)C(CC#N)N2C=C(C=N2)C3=C4C=CNC4=NC=N3. Drug 2: C1=CC(=CC=C1CC(C(=O)O)N)N(CCCl)CCCl.Cl. Cell line: DU-145. Synergy scores: CSS=10.5, Synergy_ZIP=-2.40, Synergy_Bliss=5.35, Synergy_Loewe=1.90, Synergy_HSA=3.36. (8) Synergy scores: CSS=8.43, Synergy_ZIP=-1.09, Synergy_Bliss=1.48, Synergy_Loewe=-11.6, Synergy_HSA=-6.41. Cell line: OVCAR3. Drug 1: CN(CCCl)CCCl.Cl. Drug 2: COC1=C2C(=CC3=C1OC=C3)C=CC(=O)O2. (9) Drug 1: CN1C(=O)N2C=NC(=C2N=N1)C(=O)N. Drug 2: B(C(CC(C)C)NC(=O)C(CC1=CC=CC=C1)NC(=O)C2=NC=CN=C2)(O)O. Cell line: SR. Synergy scores: CSS=72.1, Synergy_ZIP=1.28, Synergy_Bliss=2.55, Synergy_Loewe=-36.8, Synergy_HSA=-0.700.